This data is from Reaction yield outcomes from USPTO patents with 853,638 reactions. The task is: Predict the reaction yield, written as a fraction of the theoretical maximum amount of product (1.0 means a 100% yield; for example, 0.34 means a 34% yield). The reactants are [CH:1]1([CH2:7][C@H:8]([NH:12][C:13](=[O:19])[O:14][C:15]([CH3:18])([CH3:17])[CH3:16])[C@H:9]2[CH2:11][O:10]2)[CH2:6][CH2:5][CH2:4][CH2:3][CH2:2]1.[C:20]([C:22]1[CH:29]=[CH:28][C:25]([CH2:26][NH2:27])=[CH:24][CH:23]=1)#[N:21]. The catalyst is CC#N. The product is [C:20]([C:22]1[CH:29]=[CH:28][C:25]([CH2:26][NH:27][CH2:11][C@@H:9]([OH:10])[C@@H:8]([NH:12][C:13](=[O:19])[O:14][C:15]([CH3:18])([CH3:17])[CH3:16])[CH2:7][CH:1]2[CH2:6][CH2:5][CH2:4][CH2:3][CH2:2]2)=[CH:24][CH:23]=1)#[N:21]. The yield is 0.580.